This data is from Forward reaction prediction with 1.9M reactions from USPTO patents (1976-2016). The task is: Predict the product of the given reaction. (1) Given the reactants C(O[C:9](=[O:31])[C@@H:10]([NH:23][C:24]([O:26][C:27]([CH3:30])([CH3:29])[CH3:28])=[O:25])[CH2:11][C:12]1[C:20]2[C:15](=[CH:16][CH:17]=[CH:18][CH:19]=2)[N:14]([CH2:21][CH3:22])[CH:13]=1)C1C=CC=CC=1.CCN=C=NCCCN(C)C.Cl.C1C=CC2N(O)N=NC=2C=1.[C:54]([O:73][NH2:74])([C:67]1[CH:72]=[CH:71][CH:70]=[CH:69][CH:68]=1)([C:61]1[CH:66]=[CH:65][CH:64]=[CH:63][CH:62]=1)[C:55]1[CH:60]=[CH:59][CH:58]=[CH:57][CH:56]=1, predict the reaction product. The product is: [C:27]([O:26][C:24]([NH:23][C@@H:10]([CH2:11][C:12]1[C:20]2[C:15](=[CH:16][CH:17]=[CH:18][CH:19]=2)[N:14]([CH2:21][CH3:22])[CH:13]=1)[C:9]([NH:74][O:73][C:54]([C:55]1[CH:60]=[CH:59][CH:58]=[CH:57][CH:56]=1)([C:67]1[CH:68]=[CH:69][CH:70]=[CH:71][CH:72]=1)[C:61]1[CH:62]=[CH:63][CH:64]=[CH:65][CH:66]=1)=[O:31])=[O:25])([CH3:30])([CH3:28])[CH3:29]. (2) Given the reactants [OH-].[Na+].C[O:4][C:5](=[O:41])[C@@H:6]([C:8]1[CH:9]=[C:10]([C:14]2[CH:19]=[CH:18][C:17]([C:20]([CH2:38][CH3:39])([C:23]3[CH:28]=[CH:27][C:26]([CH2:29][CH2:30][CH:31]([OH:36])[C:32]([CH3:35])([CH3:34])[CH3:33])=[C:25]([CH3:37])[CH:24]=3)[CH2:21][CH3:22])=[CH:16][C:15]=2[CH3:40])[CH:11]=[CH:12][CH:13]=1)[OH:7].Cl, predict the reaction product. The product is: [CH2:21]([C:20]([C:17]1[CH:18]=[CH:19][C:14]([C:10]2[CH:11]=[CH:12][CH:13]=[C:8]([C@@H:6]([OH:7])[C:5]([OH:41])=[O:4])[CH:9]=2)=[C:15]([CH3:40])[CH:16]=1)([C:23]1[CH:28]=[CH:27][C:26]([CH2:29][CH2:30][CH:31]([OH:36])[C:32]([CH3:34])([CH3:35])[CH3:33])=[C:25]([CH3:37])[CH:24]=1)[CH2:38][CH3:39])[CH3:22]. (3) Given the reactants [F:1][C:2]1[CH:7]=[C:6](B2OC(C)(C)C(C)(C)O2)[CH:5]=[CH:4][C:3]=1[C:17]([N:19]1[CH2:23][CH2:22][CH2:21][C@H:20]1[CH2:24][N:25]1[CH2:29][CH2:28][CH2:27][C@H:26]1[CH3:30])=[O:18].Br[C:32]1[S:33][C:34]([S:37]([CH3:40])(=[O:39])=[O:38])=[CH:35][CH:36]=1, predict the reaction product. The product is: [F:1][C:2]1[CH:7]=[C:6]([C:32]2[S:33][C:34]([S:37]([CH3:40])(=[O:39])=[O:38])=[CH:35][CH:36]=2)[CH:5]=[CH:4][C:3]=1[C:17]([N:19]1[CH2:23][CH2:22][CH2:21][C@H:20]1[CH2:24][N:25]1[CH2:29][CH2:28][CH2:27][C@H:26]1[CH3:30])=[O:18]. (4) Given the reactants [CH3:1][C:2]1[N:3]=[CH:4][N:5]([CH2:7][CH2:8][CH2:9][NH2:10])[CH:6]=1.[N:11]([C:14]1[CH:19]=[CH:18][C:17]([O:20][CH3:21])=[CH:16][C:15]=1[O:22][CH3:23])=[C:12]=[S:13], predict the reaction product. The product is: [CH3:23][O:22][C:15]1[CH:16]=[C:17]([O:20][CH3:21])[CH:18]=[CH:19][C:14]=1[NH:11][C:12]([NH:10][CH2:9][CH2:8][CH2:7][N:5]1[CH:6]=[C:2]([CH3:1])[N:3]=[CH:4]1)=[S:13]. (5) Given the reactants C([O:3][C:4](=[O:30])[CH2:5][S:6][C:7]1[S:11][C:10]([NH:12][C:13]([N:15]([C:22]2[CH:27]=[CH:26][CH:25]=[C:24]([CH3:28])[C:23]=2[F:29])CC2CCCC2)=[O:14])=[N:9][CH:8]=1)C.[CH:31]1(N(C2C=CC(S(C)(=O)=O)=CC=2)C(=O)N(C)C2SC=C(CC(O)=O)N=2)[CH2:35][CH2:34][CH2:33][CH2:32]1.[CH:60]1(CNC2C=CC=C(C)C=2F)CCCC1.C(OC(=O)CSC1SC(N)=NC=1)C, predict the reaction product. The product is: [CH:31]1([N:15]([C:22]2[CH:27]=[CH:26][CH:25]=[C:24]([CH3:28])[C:23]=2[F:29])[C:13](=[O:14])[N:12]([CH3:60])[C:10]2[S:11][C:7]([S:6][CH2:5][C:4]([OH:3])=[O:30])=[CH:8][N:9]=2)[CH2:35][CH2:34][CH2:33][CH2:32]1. (6) Given the reactants [CH2:1]([O:3][C:4]([C:6]1[C:7]([O:25][C:26](=[O:28])[CH3:27])=[C:8]2[CH:16]=[CH:15][N:14]([CH2:17][C:18]3[CH:23]=[CH:22][CH:21]=[C:20]([F:24])[CH:19]=3)[C:9]2=[C:10]([C:12]#[N:13])[N:11]=1)=[O:5])[CH3:2].C1C(=O)N([Cl:36])C(=O)C1, predict the reaction product. The product is: [CH2:1]([O:3][C:4]([C:6]1[C:7]([O:25][C:26](=[O:28])[CH3:27])=[C:8]2[C:16]([Cl:36])=[CH:15][N:14]([CH2:17][C:18]3[CH:23]=[CH:22][CH:21]=[C:20]([F:24])[CH:19]=3)[C:9]2=[C:10]([C:12]#[N:13])[N:11]=1)=[O:5])[CH3:2]. (7) Given the reactants [CH2:1]([O:3][C:4]1[CH:9]=[CH:8][CH:7]=[CH:6][C:5]=1B(O)O)[CH3:2].[F-].[K+].[N+:15]([C:18]1[CH:23]=[C:22]([N+:24]([O-:26])=[O:25])[CH:21]=[CH:20][C:19]=1Br)([O-:17])=[O:16].C(P(C(C)(C)C)C(C)(C)C)(C)(C)C, predict the reaction product. The product is: [CH2:1]([O:3][C:4]1[CH:9]=[CH:8][CH:7]=[CH:6][C:5]=1[C:19]1[CH:20]=[CH:21][C:22]([N+:24]([O-:26])=[O:25])=[CH:23][C:18]=1[N+:15]([O-:17])=[O:16])[CH3:2]. (8) The product is: [CH2:18]([O:25][C:26]1[CH:31]=[CH:30][C:29]([C:2]2([OH:1])[CH2:3][CH2:4][N:5]([C:8]([O:10][CH2:11][C:12]3[CH:17]=[CH:16][CH:15]=[CH:14][CH:13]=3)=[O:9])[CH2:6][CH2:7]2)=[C:28]([CH3:33])[CH:27]=1)[C:19]1[CH:20]=[CH:21][CH:22]=[CH:23][CH:24]=1. Given the reactants [O:1]=[C:2]1[CH2:7][CH2:6][N:5]([C:8]([O:10][CH2:11][C:12]2[CH:17]=[CH:16][CH:15]=[CH:14][CH:13]=2)=[O:9])[CH2:4][CH2:3]1.[CH2:18]([O:25][C:26]1[CH:31]=[CH:30][C:29](Br)=[C:28]([CH3:33])[CH:27]=1)[C:19]1[CH:24]=[CH:23][CH:22]=[CH:21][CH:20]=1, predict the reaction product. (9) The product is: [CH2:31]([O:30][C:28](=[O:29])[CH2:27][O:18][C:11]1[C:12]2[C:17](=[CH:16][CH:15]=[CH:14][CH:13]=2)[C:8]([NH:7][C:6]([O:5][C:1]([CH3:4])([CH3:2])[CH3:3])=[O:19])=[CH:9][CH:10]=1)[CH3:32]. Given the reactants [C:1]([O:5][C:6](=[O:19])[NH:7][C:8]1[C:17]2[C:12](=[CH:13][CH:14]=[CH:15][CH:16]=2)[C:11]([OH:18])=[CH:10][CH:9]=1)([CH3:4])([CH3:3])[CH3:2].C(=O)([O-])[O-].[Cs+].[Cs+].Br[CH2:27][C:28]([O:30][CH2:31][CH3:32])=[O:29], predict the reaction product.